This data is from Reaction yield outcomes from USPTO patents with 853,638 reactions. The task is: Predict the reaction yield, written as a fraction of the theoretical maximum amount of product (1.0 means a 100% yield; for example, 0.34 means a 34% yield). The yield is 0.260. The catalyst is O. The reactants are Cl[C:2]1[CH:12]=[CH:11][C:5]([C:6]([N:8]([CH3:10])[CH3:9])=[O:7])=[CH:4][N:3]=1.CN(C=O)C.[N-:18]=[N+:19]=[N-:20].[Na+]. The product is [N:18]([C:2]1[CH:12]=[CH:11][C:5]([C:6]([N:8]([CH3:10])[CH3:9])=[O:7])=[CH:4][N:3]=1)=[N+:19]=[N-:20].